The task is: Regression. Given two drug SMILES strings and cell line genomic features, predict the synergy score measuring deviation from expected non-interaction effect.. This data is from NCI-60 drug combinations with 297,098 pairs across 59 cell lines. Drug 1: CCC1=C2CN3C(=CC4=C(C3=O)COC(=O)C4(CC)O)C2=NC5=C1C=C(C=C5)O. Drug 2: C1=NC(=NC(=O)N1C2C(C(C(O2)CO)O)O)N. Cell line: SF-295. Synergy scores: CSS=60.9, Synergy_ZIP=-4.76, Synergy_Bliss=-3.86, Synergy_Loewe=-2.08, Synergy_HSA=-1.30.